Task: Predict the product of the given reaction.. Dataset: Forward reaction prediction with 1.9M reactions from USPTO patents (1976-2016) Given the reactants [CH2:1]([O:8][C:9]1[CH:13]=[C:12]([C:14](OC)=[O:15])[N:11]([CH3:18])[N:10]=1)[C:2]1[CH:7]=[CH:6][CH:5]=[CH:4][CH:3]=1.[H-].[Al+3].[Li+].[H-].[H-].[H-].O.O.O.O.O.O.O.O.O.O.S([O-])([O-])(=O)=O.[Na+].[Na+], predict the reaction product. The product is: [CH2:1]([O:8][C:9]1[CH:13]=[C:12]([CH2:14][OH:15])[N:11]([CH3:18])[N:10]=1)[C:2]1[CH:3]=[CH:4][CH:5]=[CH:6][CH:7]=1.